Dataset: Forward reaction prediction with 1.9M reactions from USPTO patents (1976-2016). Task: Predict the product of the given reaction. (1) Given the reactants CO[C:3](=[O:23])[C:4]1[CH:9]=[C:8]([OH:10])[CH:7]=[C:6]([O:11][C:12]2[CH:17]=[CH:16][C:15]([S:18]([CH3:21])(=[O:20])=[O:19])=[C:14]([F:22])[CH:13]=2)[CH:5]=1.[F:24][CH2:25][CH:26](O)[CH2:27][F:28].[NH2:30][C:31]1[CH:35]=[CH:34][N:33]([CH3:36])[N:32]=1, predict the reaction product. The product is: [F:24][CH2:25][CH:26]([CH2:27][F:28])[O:10][C:8]1[CH:7]=[C:6]([O:11][C:12]2[CH:17]=[CH:16][C:15]([S:18]([CH3:21])(=[O:19])=[O:20])=[C:14]([F:22])[CH:13]=2)[CH:5]=[C:4]([CH:9]=1)[C:3]([NH:30][C:31]1[CH:35]=[CH:34][N:33]([CH3:36])[N:32]=1)=[O:23]. (2) Given the reactants [CH:1]([C:4]1[N:8]([C:9]2[N:17]=[C:16]3[C:12]([N:13]=[C:14]([C:19]4([O:25][CH3:26])[CH2:24][CH2:23][CH2:22][NH:21][CH2:20]4)[N:15]3[CH3:18])=[C:11]([N:27]3[CH2:32][CH2:31][O:30][CH2:29][CH2:28]3)[N:10]=2)[C:7]2[CH:33]=[CH:34][CH:35]=[CH:36][C:6]=2[N:5]=1)([CH3:3])[CH3:2].[CH3:37][S:38]([CH:41]=[CH2:42])(=[O:40])=[O:39], predict the reaction product. The product is: [CH:1]([C:4]1[N:8]([C:9]2[N:17]=[C:16]3[C:12]([N:13]=[C:14]([C:19]4([O:25][CH3:26])[CH2:24][CH2:23][CH2:22][N:21]([CH2:42][CH2:41][S:38]([CH3:37])(=[O:40])=[O:39])[CH2:20]4)[N:15]3[CH3:18])=[C:11]([N:27]3[CH2:28][CH2:29][O:30][CH2:31][CH2:32]3)[N:10]=2)[C:7]2[CH:33]=[CH:34][CH:35]=[CH:36][C:6]=2[N:5]=1)([CH3:3])[CH3:2]. (3) The product is: [NH4+:8].[OH-:20].[CH:10]12[N:15]([CH2:16][CH2:17][CH2:18][CH:19]([C:31]3[CH:38]=[CH:37][C:34]([C:35]#[N:36])=[CH:33][CH:32]=3)[O:20][C:21]3[CH:26]=[CH:25][C:24]([O:27][CH3:28])=[C:23]([O:29][CH3:30])[CH:22]=3)[CH:13]([CH2:12][CH2:11]1)[CH2:14][NH:8][CH2:9]2. Given the reactants C([N:8]1[CH2:14][CH:13]2[N:15]([CH2:16][CH2:17][CH2:18][CH:19]([C:31]3[CH:38]=[CH:37][C:34]([C:35]#[N:36])=[CH:33][CH:32]=3)[O:20][C:21]3[CH:26]=[CH:25][C:24]([O:27][CH3:28])=[C:23]([O:29][CH3:30])[CH:22]=3)[CH:10]([CH2:11][CH2:12]2)[CH2:9]1)C1C=CC=CC=1.N#N.C(Cl)Cl.C(Cl)(Cl)Cl.CO.CC(O)=O, predict the reaction product. (4) Given the reactants Cl[C:2]1[N:7]=[C:6]([Cl:8])[C:5]([C:9]#[N:10])=[CH:4][N:3]=1.[Cl:11][C:12]1[CH:13]=[C:14]([CH2:18][CH2:19][NH2:20])[CH:15]=[CH:16][CH:17]=1.CCN(C(C)C)C(C)C.O, predict the reaction product. The product is: [Cl:8][C:6]1[C:5]([C:9]#[N:10])=[CH:4][N:3]=[C:2]([NH:20][CH2:19][CH2:18][C:14]2[CH:15]=[CH:16][CH:17]=[C:12]([Cl:11])[CH:13]=2)[N:7]=1. (5) The product is: [CH2:1]1[C:5]2([CH2:11][CH2:10][CH2:9][CH2:8][CH2:7][CH2:6]2)[CH2:4][CH2:3][CH:2]1[CH2:12][OH:13]. Given the reactants [CH2:1]1[C:5]2([CH2:11][CH2:10][CH:9]=[CH:8][CH2:7][CH2:6]2)[CH2:4][CH2:3][CH:2]1[CH2:12][OH:13].C(O)C.[H][H], predict the reaction product. (6) Given the reactants [Br:1]N1C(=O)CCC1=O.[Cl:9][C:10]1[C:11]2[CH:18]=[CH:17][N:16]([CH:19]([CH3:21])[CH3:20])[C:12]=2[N:13]=[CH:14][N:15]=1, predict the reaction product. The product is: [Br:1][C:18]1[C:11]2[C:10]([Cl:9])=[N:15][CH:14]=[N:13][C:12]=2[N:16]([CH:19]([CH3:21])[CH3:20])[CH:17]=1. (7) The product is: [O:7]1[CH2:12][CH2:11][C:10](=[C:15]([C:16]([O:18][CH2:19][CH3:20])=[O:17])[C:14]([O:22][CH2:23][CH3:24])=[O:21])[CH2:9][CH2:8]1. Given the reactants N1C=CC=CC=1.[O:7]1[CH2:12][CH2:11][C:10](=O)[CH2:9][CH2:8]1.[C:14]([O:22][CH2:23][CH3:24])(=[O:21])[CH2:15][C:16]([O:18][CH2:19][CH3:20])=[O:17], predict the reaction product.